From a dataset of Peptide-MHC class I binding affinity with 185,985 pairs from IEDB/IMGT. Regression. Given a peptide amino acid sequence and an MHC pseudo amino acid sequence, predict their binding affinity value. This is MHC class I binding data. (1) The peptide sequence is KQIRSAAKK. The MHC is HLA-A11:01 with pseudo-sequence HLA-A11:01. The binding affinity (normalized) is 0.603. (2) The peptide sequence is YAMCTNTFVL. The MHC is HLA-A02:17 with pseudo-sequence HLA-A02:17. The binding affinity (normalized) is 0.502. (3) The peptide sequence is VLLPVLFGV. The MHC is HLA-A02:01 with pseudo-sequence HLA-A02:01. The binding affinity (normalized) is 0.953. (4) The peptide sequence is EIIWPDRQM. The MHC is HLA-A26:03 with pseudo-sequence HLA-A26:03. The binding affinity (normalized) is 0.501. (5) The peptide sequence is LNPVASSL. The MHC is H-2-Kb with pseudo-sequence H-2-Kb. The binding affinity (normalized) is 0.0939. (6) The peptide sequence is KTKDYVNGL. The MHC is HLA-B35:01 with pseudo-sequence HLA-B35:01. The binding affinity (normalized) is 0.294. (7) The peptide sequence is MTIIGRRLQR. The MHC is HLA-A68:01 with pseudo-sequence HLA-A68:01. The binding affinity (normalized) is 0.782.